This data is from Reaction yield outcomes from USPTO patents with 853,638 reactions. The task is: Predict the reaction yield, written as a fraction of the theoretical maximum amount of product (1.0 means a 100% yield; for example, 0.34 means a 34% yield). The reactants are [F:1][C:2]1[CH:3]=[C:4]([C:10]2[C:15]([C:16]3[CH:21]=[CH:20][C:19]([O:22][CH3:23])=[CH:18][CH:17]=3)=[N:14][NH:13][C:12](=[O:24])[CH:11]=2)[CH:5]=[CH:6][C:7]=1[O:8][CH3:9].[CH2:25](I)[CH:26]([CH3:28])[CH3:27]. No catalyst specified. The product is [F:1][C:2]1[CH:3]=[C:4]([C:10]2[C:15]([C:16]3[CH:17]=[CH:18][C:19]([O:22][CH3:23])=[CH:20][CH:21]=3)=[N:14][N:13]([CH2:25][CH:26]([CH3:28])[CH3:27])[C:12](=[O:24])[CH:11]=2)[CH:5]=[CH:6][C:7]=1[O:8][CH3:9]. The yield is 0.751.